From a dataset of Full USPTO retrosynthesis dataset with 1.9M reactions from patents (1976-2016). Predict the reactants needed to synthesize the given product. (1) Given the product [Cl:1][C:2]1[CH:6]=[C:5]([C:7]2[N:8]([CH3:12])[N:9]=[CH:10][N:11]=2)[S:4][C:3]=1[C:13]1[N:17]2[N:18]=[C:19]([CH3:22])[CH:20]=[C:21]([C:41](=[O:42])[CH2:40][CH2:39][CH3:43])[C:16]2=[N:15][C:14]=1[CH3:23], predict the reactants needed to synthesize it. The reactants are: [Cl:1][C:2]1[CH:6]=[C:5]([C:7]2[N:8]([CH3:12])[N:9]=[CH:10][N:11]=2)[S:4][C:3]=1[C:13]1[N:17]2[N:18]=[C:19]([CH3:22])[CH:20]=[CH:21][C:16]2=[N:15][C:14]=1[CH3:23].[Li+].CC([N-]C(C)C)C.CCCCCCC.[CH2:39]1[CH2:43][O:42][CH2:41][CH2:40]1.C(C1C=CC=CC=1)C. (2) Given the product [CH3:21][N:22]([CH3:26])[CH2:23][CH2:24][O:25][C:2]1[C:3]2[C:16]3[CH2:17][CH2:18][CH2:19][CH2:20][C:15]=3[S:14][C:4]=2[N:5]=[C:6]([C:8]2[CH:13]=[CH:12][N:11]=[CH:10][CH:9]=2)[N:7]=1, predict the reactants needed to synthesize it. The reactants are: Cl[C:2]1[C:3]2[C:16]3[CH2:17][CH2:18][CH2:19][CH2:20][C:15]=3[S:14][C:4]=2[N:5]=[C:6]([C:8]2[CH:13]=[CH:12][N:11]=[CH:10][CH:9]=2)[N:7]=1.[CH3:21][N:22]([CH3:26])[CH2:23][CH2:24][OH:25].[H-].[Na+]. (3) Given the product [CH3:25][N:17]([CH2:16][C:4]1[CH:3]=[C:2]([C:28]2[CH:29]=[CH:30][S:26][CH:27]=2)[N:6]([S:7]([C:10]2[CH:11]=[N:12][CH:13]=[CH:14][CH:15]=2)(=[O:9])=[O:8])[CH:5]=1)[C:18](=[O:24])[O:19][C:20]([CH3:23])([CH3:22])[CH3:21], predict the reactants needed to synthesize it. The reactants are: Br[C:2]1[N:6]([S:7]([C:10]2[CH:11]=[N:12][CH:13]=[CH:14][CH:15]=2)(=[O:9])=[O:8])[CH:5]=[C:4]([CH2:16][N:17]([CH3:25])[C:18](=[O:24])[O:19][C:20]([CH3:23])([CH3:22])[CH3:21])[CH:3]=1.[S:26]1[CH:30]=[CH:29][C:28](B(O)O)=[CH:27]1.C(=O)([O-])[O-].[Na+].[Na+].